Dataset: Reaction yield outcomes from USPTO patents with 853,638 reactions. Task: Predict the reaction yield, written as a fraction of the theoretical maximum amount of product (1.0 means a 100% yield; for example, 0.34 means a 34% yield). The reactants are [C:1]([S:4][C:5]([CH3:38])([CH3:37])[CH:6]([NH2:36])[C:7]([O:9][C@H:10]([C:21]1[CH:26]=[CH:25][C:24]([O:27][CH:28]([F:30])[F:29])=[C:23]([O:31][CH2:32][CH:33]2[CH2:35][CH2:34]2)[CH:22]=1)[CH2:11][C:12]1[C:17]([Cl:18])=[CH:16][N+:15]([O-:19])=[CH:14][C:13]=1[Cl:20])=[O:8])(=[O:3])[CH3:2].[C:39]1([S:45](Cl)(=[O:47])=[O:46])[CH:44]=[CH:43][CH:42]=[CH:41][CH:40]=1. The catalyst is N1C=CC=CC=1. The product is [C:1]([S:4][C:5]([CH3:38])([CH3:37])[CH:6]([NH:36][S:45]([C:39]1[CH:44]=[CH:43][CH:42]=[CH:41][CH:40]=1)(=[O:47])=[O:46])[C:7]([O:9][C@H:10]([C:21]1[CH:26]=[CH:25][C:24]([O:27][CH:28]([F:30])[F:29])=[C:23]([O:31][CH2:32][CH:33]2[CH2:35][CH2:34]2)[CH:22]=1)[CH2:11][C:12]1[C:13]([Cl:20])=[CH:14][N+:15]([O-:19])=[CH:16][C:17]=1[Cl:18])=[O:8])(=[O:3])[CH3:2]. The yield is 0.0800.